Dataset: PAMPA (Parallel Artificial Membrane Permeability Assay) permeability data from NCATS. Task: Regression/Classification. Given a drug SMILES string, predict its absorption, distribution, metabolism, or excretion properties. Task type varies by dataset: regression for continuous measurements (e.g., permeability, clearance, half-life) or binary classification for categorical outcomes (e.g., BBB penetration, CYP inhibition). Dataset: pampa_ncats. (1) The compound is CCC1=CC=CC(=C1NC2=C(N=C3N2C=CC=N3)C4=CC=C(C=C4)N(C)C)C. The result is 1 (high permeability). (2) The drug is C1=CC(=CC(=C1)C(=O)N)C2=CC(=NC=N2)NC3=CC=C(C=C3)OC(F)(F)F. The result is 1 (high permeability). (3) The compound is CC(C)CC(=O)NC1=NNC2=C1CN(C2(C)C)C(=O)C3CCN(CC3)C. The result is 0 (low-to-moderate permeability). (4) The result is 1 (high permeability). The drug is CC1=CC=C(C=C1)S(=O)(=O)NC2=CC=CC=C2C(=O)NC3=NC(=CS3)C4=CC=CC=C4. (5) The compound is CC1=CC=C(C=C1)N2C(=C3C(=NN(C(=O)C3=N2)CCCC(=O)NCC4=CC(=C(C=C4)OC)OC)C)C. The result is 1 (high permeability).